Dataset: Full USPTO retrosynthesis dataset with 1.9M reactions from patents (1976-2016). Task: Predict the reactants needed to synthesize the given product. (1) Given the product [C:15]1([C:21]([C:22]2[CH:23]=[CH:24][CH:25]=[CH:26][CH:27]=2)([C:28]2[CH:29]=[CH:30][CH:31]=[CH:32][CH:33]=2)[N:1]2[CH:5]=[C:4]([CH:6]=[O:7])[N:3]=[CH:2]2)[CH:16]=[CH:17][CH:18]=[CH:19][CH:20]=1, predict the reactants needed to synthesize it. The reactants are: [NH:1]1[CH:5]=[C:4]([CH:6]=[O:7])[N:3]=[CH:2]1.C(N(CC)CC)C.[C:15]1([C:21](Cl)([C:28]2[CH:33]=[CH:32][CH:31]=[CH:30][CH:29]=2)[C:22]2[CH:27]=[CH:26][CH:25]=[CH:24][CH:23]=2)[CH:20]=[CH:19][CH:18]=[CH:17][CH:16]=1. (2) Given the product [Cl:1][C:2]1[CH:7]=[C:6]([C@@H:8]2[O:9][CH:13]=[N:12][C@H:14]2[C:15]([N:17]2[CH2:21][CH2:20][CH2:19][CH2:18]2)=[O:16])[CH:5]=[CH:4][N:3]=1, predict the reactants needed to synthesize it. The reactants are: [Cl:1][C:2]1[CH:7]=[C:6]([CH:8]=[O:9])[CH:5]=[CH:4][N:3]=1.[OH-].[K+].[N+:12]([CH2:14][C:15]([N:17]1[CH2:21][CH2:20][CH2:19][CH2:18]1)=[O:16])#[C-:13]. (3) Given the product [N:12]1([CH2:11][C:8]([NH:25][C:24]2[CH:26]=[CH:27][C:28]([F:29])=[C:22]([F:21])[CH:23]=2)=[O:10])[C:16]2[CH:17]=[CH:18][CH:19]=[CH:20][C:15]=2[N:14]=[CH:13]1, predict the reactants needed to synthesize it. The reactants are: FC(F)(F)C([O-])=O.[C:8]([CH2:11][N:12]1[C:16]2[CH:17]=[CH:18][CH:19]=[CH:20][C:15]=2[NH+:14]=[CH:13]1)([OH:10])=O.[F:21][C:22]1[CH:23]=[C:24]([CH:26]=[CH:27][C:28]=1[F:29])[NH2:25]. (4) Given the product [F:1][C:2]1[C:7]([F:8])=[CH:6][CH:5]=[CH:4][C:3]=1[C@H:9]1[CH2:14][N:13]2[C:17]([CH2:18][C:19]([F:22])([F:21])[F:20])=[CH:16][N:15]=[C:12]2[C@@H:11]([NH:24][C:25](=[O:31])[O:26][C:27]([CH3:30])([CH3:29])[CH3:28])[CH2:10]1, predict the reactants needed to synthesize it. The reactants are: [F:1][C:2]1[C:7]([F:8])=[CH:6][CH:5]=[CH:4][C:3]=1[C@H:9]1[CH2:14][NH:13][C:12](=[N:15][CH2:16][CH:17](O)[CH2:18][C:19]([F:22])([F:21])[F:20])[C@@H:11]([NH:24][C:25](=[O:31])[O:26][C:27]([CH3:30])([CH3:29])[CH3:28])[CH2:10]1.[Cr](O[Cr]([O-])(=O)=O)([O-])(=O)=O.[NH+]1C=CC=CC=1.[NH+]1C=CC=CC=1.C(=O)(O)[O-].[Na+].O. (5) Given the product [CH2:27]([C@H:17]1[C:18](=[O:26])[NH:19][C@@H:20]([CH2:22][CH:23]([CH3:25])[CH3:24])[CH2:21][N:16]1[C:14]([C:11]1[CH:10]=[C:9]([C:4]2[CH:5]=[CH:6][C:7]([C:36]#[N:37])=[CH:2][CH:3]=2)[O:13][N:12]=1)=[O:15])[CH:28]([CH3:30])[CH3:29], predict the reactants needed to synthesize it. The reactants are: F[C:2]1[CH:3]=[C:4]([C:9]2[O:13][N:12]=[C:11]([C:14]([N:16]3[CH2:21][C@H:20]([CH2:22][CH:23]([CH3:25])[CH3:24])[NH:19][C:18](=[O:26])[C@@H:17]3[CH2:27][CH:28]([CH3:30])[CH3:29])=[O:15])[CH:10]=2)[CH:5]=[CH:6][C:7]=1F.C([C@@H]1NC[C@H](CC(C)C)[NH:37][C:36]1=O)C(C)C.C(C1C=CC(C2ON=C(C(O)=O)C=2)=CC=1)#N.